This data is from Catalyst prediction with 721,799 reactions and 888 catalyst types from USPTO. The task is: Predict which catalyst facilitates the given reaction. (1) The catalyst class is: 2. Reactant: [C:1]([OH:22])(=O)[CH2:2][CH2:3][CH2:4][CH2:5][CH2:6][CH2:7][CH2:8][CH2:9][CH2:10][CH:11]=[CH:12][CH2:13][CH:14]=[CH:15][CH2:16][CH2:17][CH2:18][CH2:19][CH3:20].C1C=[N:27]C2N(O)N=NC=2C=1.CCN(CC)CC.C(Cl)CCl. Product: [C:1]([NH2:27])(=[O:22])[CH2:2][CH2:3][CH2:4][CH2:5][CH2:6][CH2:7][CH2:8][CH2:9][CH2:10][CH:11]=[CH:12][CH2:13][CH:14]=[CH:15][CH2:16][CH2:17][CH2:18][CH2:19][CH3:20]. (2) Reactant: [CH3:1][S:2](Cl)(=[O:4])=[O:3].Cl.[Cl:7][C:8]1[CH:9]=[CH:10][C:11]([C:14]2[CH:28]=[CH:27][C:17]([O:18][CH2:19][C@H:20]3[CH2:25][CH2:24][O:23][CH2:22][C@@H:21]3[NH2:26])=[CH:16][CH:15]=2)=[N:12][CH:13]=1.C(N(CC)CC)C. Product: [Cl:7][C:8]1[CH:9]=[CH:10][C:11]([C:14]2[CH:15]=[CH:16][C:17]([O:18][CH2:19][C@H:20]3[CH2:25][CH2:24][O:23][CH2:22][C@@H:21]3[NH:26][S:2]([CH3:1])(=[O:4])=[O:3])=[CH:27][CH:28]=2)=[N:12][CH:13]=1. The catalyst class is: 1. (3) Reactant: [Br:1][C:2]1[C:3]([CH3:9])=[C:4]([CH:6]=[CH:7][CH:8]=1)[NH2:5].C([O-])(=O)C.[K+].C(OC(=O)C)(=O)C.C1OCCOCCOCCOCCOCCOC1.[N:40](OCCC(C)C)=O. The catalyst class is: 22. Product: [Br:1][C:2]1[CH:8]=[CH:7][CH:6]=[C:4]2[C:3]=1[CH:9]=[N:40][NH:5]2. (4) Reactant: [Br:1][C:2]1[CH:7]=[CH:6][C:5]([O:8][CH3:9])=[CH:4][C:3]=1[S:10][C:11]1[N:12](CC2C=CC(OC)=CC=2)[C:13]2[CH:18]=[CH:17][N:16]=[C:15]([NH2:19])[C:14]=2[N:20]=1. Product: [Br:1][C:2]1[CH:7]=[CH:6][C:5]([O:8][CH3:9])=[CH:4][C:3]=1[S:10][C:11]1[NH:12][C:13]2[CH:18]=[CH:17][N:16]=[C:15]([NH2:19])[C:14]=2[N:20]=1. The catalyst class is: 67. (5) Reactant: [NH2:1][C:2]1[C:3]([C:26](N)=[O:27])=[N:4][C:5]([C:16]2[CH:21]=[CH:20][C:19](=[O:22])[N:18]([CH:23]([CH3:25])[CH3:24])[CH:17]=2)=[C:6]([C:8]2[CH:13]=[CH:12][C:11]([O:14][CH3:15])=[CH:10][CH:9]=2)[N:7]=1.[OH-:29].[Na+].Cl. Product: [NH2:1][C:2]1[C:3]([C:26]([OH:27])=[O:29])=[N:4][C:5]([C:16]2[CH:21]=[CH:20][C:19](=[O:22])[N:18]([CH:23]([CH3:25])[CH3:24])[CH:17]=2)=[C:6]([C:8]2[CH:13]=[CH:12][C:11]([O:14][CH3:15])=[CH:10][CH:9]=2)[N:7]=1. The catalyst class is: 12. (6) Reactant: [O:1]=[C:2]1[CH2:6][CH2:5][CH2:4][CH:3]1[CH:7]([C:12]([O:14]C)=O)[C:8](OC)=[O:9].CC[O-].[Na+].C(O)(=O)C.[CH:24](=[NH:26])[NH2:25]. Product: [OH:14][C:12]1[C:7]([CH:3]2[CH2:4][CH2:5][CH2:6][C:2]2=[O:1])=[C:8]([OH:9])[N:26]=[CH:24][N:25]=1. The catalyst class is: 14. (7) Reactant: [Cl:1][CH2:2][CH2:3][CH2:4][C:5]([C:7]1[CH:12]=[CH:11][CH:10]=[CH:9][CH:8]=1)=[O:6].[BH4-].[Na+].Cl. Product: [Cl:1][CH2:2][CH2:3][CH2:4][CH:5]([C:7]1[CH:12]=[CH:11][CH:10]=[CH:9][CH:8]=1)[OH:6]. The catalyst class is: 7.